Regression. Given a peptide amino acid sequence and an MHC pseudo amino acid sequence, predict their binding affinity value. This is MHC class II binding data. From a dataset of Peptide-MHC class II binding affinity with 134,281 pairs from IEDB. (1) The peptide sequence is EKKYFAATQFLPLAA. The MHC is HLA-DQA10501-DQB10201 with pseudo-sequence HLA-DQA10501-DQB10201. The binding affinity (normalized) is 0.332. (2) The peptide sequence is PFAATHNPWASQRF. The MHC is DRB1_0802 with pseudo-sequence DRB1_0802. The binding affinity (normalized) is 0.506. (3) The peptide sequence is PRSPTVFYNIPPMPLPPSQL. The MHC is DRB1_1101 with pseudo-sequence DRB1_1101. The binding affinity (normalized) is 0.786. (4) The peptide sequence is ATTEEQKLIEDVNAS. The MHC is DRB1_0405 with pseudo-sequence DRB1_0405. The binding affinity (normalized) is 0.127. (5) The peptide sequence is GELQIVDKIDAAFVI. The MHC is DRB1_1501 with pseudo-sequence DRB1_1501. The binding affinity (normalized) is 0.574. (6) The peptide sequence is FIFGEARSLYLNTEL. The MHC is DRB1_0404 with pseudo-sequence DRB1_0404. The binding affinity (normalized) is 0.421.